This data is from Catalyst prediction with 721,799 reactions and 888 catalyst types from USPTO. The task is: Predict which catalyst facilitates the given reaction. The catalyst class is: 35. Product: [F:1][C:2]1[C:10]([O:11][C:12]2[C:21]3[C:16](=[CH:17][C:18]([O:24][CH2:25][CH2:26][CH2:27][C:28]([N:54]4[CH2:55][CH2:56][C:51]5([CH2:48][O:49][CH2:50]5)[CH2:52][CH2:53]4)=[O:29])=[C:19]([O:22][CH3:23])[CH:20]=3)[N:15]=[CH:14][N:13]=2)=[CH:9][CH:8]=[C:7]2[C:3]=1[CH:4]=[C:5]([CH3:31])[NH:6]2. Reactant: [F:1][C:2]1[C:10]([O:11][C:12]2[C:21]3[C:16](=[CH:17][C:18]([O:24][CH2:25][CH2:26][CH2:27][C:28](O)=[O:29])=[C:19]([O:22][CH3:23])[CH:20]=3)[N:15]=[CH:14][N:13]=2)=[CH:9][CH:8]=[C:7]2[C:3]=1[CH:4]=[C:5]([CH3:31])[NH:6]2.OC1C2N=NNC=2C=CC=1.C(O)(=O)C(O)=O.[CH2:48]1[C:51]2([CH2:56][CH2:55][NH:54][CH2:53][CH2:52]2)[CH2:50][O:49]1.C1C2(CCNCC2)CO1.C(N(CC)C(C)C)(C)C.Cl.C(N=C=NCCCN(C)C)C.